From a dataset of Drug-target binding data from BindingDB patent sources. Regression. Given a target protein amino acid sequence and a drug SMILES string, predict the binding affinity score between them. We predict pAffinity (pAffinity = -log10(affinity in M)). Dataset: bindingdb_patent. (1) The small molecule is Cc1c(F)cccc1[C@]1(CCc2nc(ncc12)C1CC1)C(=O)NO. The target protein (Q9UKV0) has sequence MHSMISSVDVKSEVPVGLEPISPLDLRTDLRMMMPVVDPVVREKQLQQELLLIQQQQQIQKQLLIAEFQKQHENLTRQHQAQLQEHIKELLAIKQQQELLEKEQKLEQQRQEQEVERHRREQQLPPLRGKDRGRERAVASTEVKQKLQEFLLSKSATKDTPTNGKNHSVSRHPKLWYTAAHHTSLDQSSPPLSGTSPSYKYTLPGAQDAKDDFPLRKTASEPNLKVRSRLKQKVAERRSSPLLRRKDGNVVTSFKKRMFEVTESSVSSSSPGSGPSSPNNGPTGSVTENETSVLPPTPHAEQMVSQQRILIHEDSMNLLSLYTSPSLPNITLGLPAVPSQLNASNSLKEKQKCETQTLRQGVPLPGQYGGSIPASSSHPHVTLEGKPPNSSHQALLQHLLLKEQMRQQKLLVAGGVPLHPQSPLATKERISPGIRGTHKLPRHRPLNRTQSAPLPQSTLAQLVIQQQHQQFLEKQKQYQQQIHMNKLLSKSIEQLKQPGS.... The pAffinity is 4.7. (2) The small molecule is CC1(C)Oc2cnccc2-c2[nH]c(C(O)=O)c(c12)C1=CCOCC1. The pAffinity is 6.2. The target protein (Q8TF76) has sequence MAASLPGPGSRLFRTYGAADGRRQRRPGREAAQWFPPQDRRRFFNSSGSSDASIGDPSQSDDPDDPDDPDFPGSPVRRRRRRPGGRVPKDRPSLTVTPKRWKLRARPSLTVTPRRLGLRARPPQKCSTPCGPLRLPPFPSRDSGRLSPDLSVCGQPRDGDELGISASLFSSLASPCPGSPTPRDSVISIGTSACLVAASAVPSGLHLPEVSLDRASLPCSQEEATGGAKDTRMVHQTRASLRSVLFGLMNSGTPEDSEFRADGKNMRESCCKRKLVVGNGPEGPGLSSTGKRRATGQDSCQERGLQEAVRREHQEASVPKGRIVPRGIDRLERTRSSRKSKHQEATETSLLHSHRFKKGQKLGKDSFPTQDLTPLQNVCFWTKTRASFSFHKKKIVTDVSEVCSIYTTATSLSGSLLSECSNRPVMNRTSGAPSSWHSSSMYLLSPLNTLSISNKKASDAEKVYGECSQKGPVPFSHCLPTEKLQRCEKIGEGVFGEVFQ....